Dataset: Full USPTO retrosynthesis dataset with 1.9M reactions from patents (1976-2016). Task: Predict the reactants needed to synthesize the given product. (1) Given the product [CH3:1][C:2]1[CH:3]=[C:4]([CH:22]=[CH:23][C:24]=1[C:25]([N:27]1[CH2:31][CH2:30][CH2:29][CH2:28]1)=[O:26])[C:5]([NH:7][C@H:8]([C:10]1[NH:14][C:13]2[CH:15]=[CH:16][C:17]([NH2:19])=[CH:18][C:12]=2[N:11]=1)[CH3:9])=[O:6], predict the reactants needed to synthesize it. The reactants are: [CH3:1][C:2]1[CH:3]=[C:4]([CH:22]=[CH:23][C:24]=1[C:25]([N:27]1[CH2:31][CH2:30][CH2:29][CH2:28]1)=[O:26])[C:5]([NH:7][C@H:8]([C:10]1[NH:14][C:13]2[CH:15]=[CH:16][C:17]([N+:19]([O-])=O)=[CH:18][C:12]=2[N:11]=1)[CH3:9])=[O:6].[H][H]. (2) Given the product [CH2:10]([O:9][C:7]([C:6]1[S:3][C:1]([CH3:2])=[N:4][C:12]=1[OH:13])=[O:8])[CH3:11], predict the reactants needed to synthesize it. The reactants are: [C:1]([NH2:4])(=[S:3])[CH3:2].Br[CH:6]([C:12](OCC)=[O:13])[C:7]([O:9][CH2:10][CH3:11])=[O:8]. (3) Given the product [CH3:24][O:23][C:21]1[CH:20]=[CH:19][C:15]2[N:16]=[C:17]([CH3:18])[C:12]3[N:13]([C:9]([C:4]#[C:3][C:2]4[CH:7]=[CH:6][CH:5]=[CH:27][CH:26]=4)=[N:10][C:11]=3[CH3:25])[C:14]=2[N:22]=1, predict the reactants needed to synthesize it. The reactants are: Cl[C:2]1[CH:3]=[C:4]([C:9]2[N:13]3[C:14]4[N:22]=[C:21]([O:23][CH3:24])[CH:20]=[CH:19][C:15]=4[N:16]=[C:17]([CH3:18])[C:12]3=[C:11]([CH3:25])[N:10]=2)[CH:5]=[C:6](Cl)[CH:7]=1.[CH3:26][CH2:27]N(CC)CC.C1(C#C)C=CC=CC=1.[NH4+].[Cl-]. (4) Given the product [N:20]1([CH2:19][CH2:18][O:17][C:13]2[CH:12]=[C:11]([C:8]3[N:6]4[CH:7]=[C:2]([S:45][C:42]5[CH:41]=[CH:40][C:39]([N+:36]([O-:38])=[O:37])=[CH:44][N:43]=5)[CH:3]=[CH:4][C:5]4=[N:10][N:9]=3)[CH:16]=[CH:15][CH:14]=2)[CH2:25][CH2:24][O:23][CH2:22][CH2:21]1, predict the reactants needed to synthesize it. The reactants are: I[C:2]1[CH:3]=[CH:4][C:5]2[N:6]([C:8]([C:11]3[CH:16]=[CH:15][CH:14]=[C:13]([O:17][CH2:18][CH2:19][N:20]4[CH2:25][CH2:24][O:23][CH2:22][CH2:21]4)[CH:12]=3)=[N:9][N:10]=2)[CH:7]=1.C([Mg]Cl)(C)C.CCOCC.[N+:36]([C:39]1[CH:40]=[CH:41][C:42]([S:45][S:45][C:42]2[CH:41]=[CH:40][C:39]([N+:36]([O-:38])=[O:37])=[CH:44][N:43]=2)=[N:43][CH:44]=1)([O-:38])=[O:37]. (5) Given the product [C:1]([O:5][C:6]([N:8]1[CH2:13][CH2:12][CH2:11][CH2:10][CH:9]1[C:14](=[O:16])[NH:72][C:67]1[C:68]([CH3:71])=[N:69][CH:70]=[C:65]([NH:64][C:61]2[N:60]=[CH:59][C:58]([C:55]3[CH:54]=[CH:53][C:52]([O:51][CH3:50])=[CH:57][CH:56]=3)=[CH:63][N:62]=2)[CH:66]=1)=[O:7])([CH3:2])([CH3:3])[CH3:4], predict the reactants needed to synthesize it. The reactants are: [C:1]([O:5][C:6]([N:8]1[CH2:13][CH2:12][CH2:11][CH2:10][CH:9]1[C:14]([OH:16])=O)=[O:7])([CH3:4])([CH3:3])[CH3:2].CN(C(ON1N=NC2C=CC=NC1=2)=[N+](C)C)C.F[P-](F)(F)(F)(F)F.CCN(C(C)C)C(C)C.[CH3:50][O:51][C:52]1[CH:57]=[CH:56][C:55]([C:58]2[CH:59]=[N:60][C:61]([NH:64][C:65]3[CH:66]=[C:67]([NH2:72])[C:68]([CH3:71])=[N:69][CH:70]=3)=[N:62][CH:63]=2)=[CH:54][CH:53]=1. (6) Given the product [I:6][C:7]1[CH:15]=[CH:14][C:13]([CH3:16])=[CH:12][C:8]=1[C:9]([O:11][CH3:19])=[O:10], predict the reactants needed to synthesize it. The reactants are: OS(O)(=O)=O.[I:6][C:7]1[CH:15]=[CH:14][C:13]([CH3:16])=[CH:12][C:8]=1[C:9]([OH:11])=[O:10].[OH-].[Na+].[CH3:19]O. (7) Given the product [N:12]1([C:1]([C:2]2[CH:3]=[N:4][CH:5]=[CH:6][CH:7]=2)=[O:9])[CH:16]=[CH:15][N:14]=[CH:13]1, predict the reactants needed to synthesize it. The reactants are: [C:1]([OH:9])(=O)[C:2]1[CH:7]=[CH:6][CH:5]=[N:4][CH:3]=1.C([N:12]1[CH:16]=[CH:15][N:14]=[CH:13]1)([N:12]1[CH:16]=[CH:15][N:14]=[CH:13]1)=O. (8) Given the product [CH:13]([C:2]1[CH:3]=[C:4]([N:8]2[CH:12]=[N:11][N:10]=[N:9]2)[CH:5]=[CH:6][CH:7]=1)=[CH2:14], predict the reactants needed to synthesize it. The reactants are: Br[C:2]1[CH:3]=[C:4]([N:8]2[CH:12]=[N:11][N:10]=[N:9]2)[CH:5]=[CH:6][CH:7]=1.[CH:13]([B-](F)(F)F)=[CH2:14].[K+].C(N(CC)CC)C. (9) Given the product [CH2:17]([N:20]([CH2:24][CH2:25][CH3:26])[C:21](=[N:1][C:2]1[S:7][CH2:6][C:5]2[CH:8]=[C:9]([O:12][C:13]([F:16])([F:14])[F:15])[CH:10]=[CH:11][C:4]=2[N:3]=1)[CH3:22])[CH2:18][CH3:19], predict the reactants needed to synthesize it. The reactants are: [NH2:1][C:2]1[S:7][CH2:6][C:5]2[CH:8]=[C:9]([O:12][C:13]([F:16])([F:15])[F:14])[CH:10]=[CH:11][C:4]=2[N:3]=1.[CH2:17]([N:20]([CH2:24][CH2:25][CH3:26])[C:21](=O)[CH3:22])[CH2:18][CH3:19].